From a dataset of Full USPTO retrosynthesis dataset with 1.9M reactions from patents (1976-2016). Predict the reactants needed to synthesize the given product. (1) Given the product [CH3:43][O:44][CH2:45][C:46]1[CH:47]=[CH:48][C:49]([O:54][C:55]([F:56])([F:57])[F:58])=[C:50]([CH:51]=1)[CH2:52][NH:53][C:38](=[O:39])[NH:1][C:2]1[N:6]([C:7]2[CH:12]=[CH:11][CH:10]=[CH:9][CH:8]=2)[N:5]=[C:4]([O:13][CH2:14][C@H:15]2[CH2:20][O:19][CH2:18][CH2:17][N:16]2[C:21]([O:23][C:24]([CH3:25])([CH3:27])[CH3:26])=[O:22])[C:3]=1[CH3:28], predict the reactants needed to synthesize it. The reactants are: [NH2:1][C:2]1[N:6]([C:7]2[CH:12]=[CH:11][CH:10]=[CH:9][CH:8]=2)[N:5]=[C:4]([O:13][CH2:14][C@H:15]2[CH2:20][O:19][CH2:18][CH2:17][N:16]2[C:21]([O:23][C:24]([CH3:27])([CH3:26])[CH3:25])=[O:22])[C:3]=1[CH3:28].C1(C2C=CC([CH2:38][O:39]C)=CC=2CN)CC1.[CH3:43][O:44][CH2:45][C:46]1[CH:47]=[CH:48][C:49]([O:54][C:55]([F:58])([F:57])[F:56])=[C:50]([CH2:52][NH2:53])[CH:51]=1. (2) The reactants are: [CH3:1][O:2][C:3]1[C:11]([CH2:12][CH:13]([NH:27][C:28](=[O:45])[CH2:29][CH2:30][C:31]2([CH3:44])[O:39][CH:38]3[C:33]([CH3:43])([CH:34]4[CH2:40][CH:36]([CH2:37]3)[C:35]4([CH3:42])[CH3:41])[O:32]2)[B:14]2[O:22][CH:21]3[C:16]([CH3:26])([CH:17]4[CH2:23][CH:19]([CH2:20]3)[C:18]4([CH3:25])[CH3:24])[O:15]2)=[CH:10][CH:9]=[CH:8][C:4]=1[C:5]([OH:7])=[O:6].Cl[CH2:47][O:48][C:49](=[O:57])[CH2:50][CH:51]1[CH2:56][CH2:55][CH2:54][CH2:53][CH2:52]1. Given the product [CH:51]1([CH2:50][C:49]([O:48][CH2:47][O:6][C:5](=[O:7])[C:4]2[CH:8]=[CH:9][CH:10]=[C:11]([CH2:12][CH:13]([NH:27][C:28](=[O:45])[CH2:29][CH2:30][C:31]3([CH3:44])[O:39][CH:38]4[C:33]([CH3:43])([CH:34]5[CH2:40][CH:36]([CH2:37]4)[C:35]5([CH3:42])[CH3:41])[O:32]3)[B:14]3[O:22][CH:21]4[C:16]([CH3:26])([CH:17]5[CH2:23][CH:19]([CH2:20]4)[C:18]5([CH3:25])[CH3:24])[O:15]3)[C:3]=2[O:2][CH3:1])=[O:57])[CH2:56][CH2:55][CH2:54][CH2:53][CH2:52]1, predict the reactants needed to synthesize it. (3) Given the product [CH2:23]([O:22][C:20](=[O:21])[CH2:19][C:4]1[CH2:3][C:2]([CH3:12])([CH3:1])[CH2:6][C:5]=1[C:7]([O:9][CH3:10])=[O:8])[CH3:32], predict the reactants needed to synthesize it. The reactants are: [CH3:1][C:2]1([CH3:12])[CH2:6][CH:5]([C:7]([O:9][CH3:10])=[O:8])[C:4](=O)[CH2:3]1.[Br-].C([P+](CCCC)(CCCC)[CH2:19][C:20]([O:22][CH3:23])=[O:21])CCC.[C:32]1(C)C=CC=CC=1. (4) Given the product [I:5][C:6]1[CH:7]=[C:8]([CH:12]=[C:13]([I:15])[CH:14]=1)[C:9]#[N:11], predict the reactants needed to synthesize it. The reactants are: S(Cl)(Cl)=O.[I:5][C:6]1[CH:7]=[C:8]([CH:12]=[C:13]([I:15])[CH:14]=1)[C:9]([NH2:11])=O. (5) The reactants are: [CH3:1][O:2][C:3]1[CH:8]=[CH:7][CH:6]=[CH:5][C:4]=1[C:9]1[NH:18][C:17](=[O:19])[C:16]2[CH2:15][CH2:14][CH2:13][CH2:12][C:11]=2[N:10]=1.[H-].[Na+].[Cl:22][C:23]1[CH:31]=[CH:30][CH:29]=[CH:28][C:24]=1[CH2:25][CH2:26]Br.Cl. Given the product [Cl:22][C:23]1[CH:31]=[CH:30][CH:29]=[CH:28][C:24]=1[CH2:25][CH2:26][N:18]1[C:17](=[O:19])[C:16]2[CH2:15][CH2:14][CH2:13][CH2:12][C:11]=2[N:10]=[C:9]1[C:4]1[CH:5]=[CH:6][CH:7]=[CH:8][C:3]=1[O:2][CH3:1], predict the reactants needed to synthesize it. (6) Given the product [CH:1]([O:4][C:5]([N:7]1[CH2:12][CH2:11][CH:10]([CH:13]2[O:22][C:16]3=[CH:17][N:18]=[C:19]([C:30]4[CH2:31][CH2:32][N:27]([S:24]([CH3:23])(=[O:26])=[O:25])[CH2:28][CH:29]=4)[CH:20]=[C:15]3[CH2:14]2)[CH2:9][CH2:8]1)=[O:6])([CH3:3])[CH3:2], predict the reactants needed to synthesize it. The reactants are: [CH:1]([O:4][C:5]([N:7]1[CH2:12][CH2:11][CH:10]([CH:13]2[O:22][C:16]3=[CH:17][N:18]=[C:19](Cl)[CH:20]=[C:15]3[CH2:14]2)[CH2:9][CH2:8]1)=[O:6])([CH3:3])[CH3:2].[CH3:23][S:24]([N:27]1[CH2:32][CH:31]=[C:30](B2OC(C)(C)C(C)(C)O2)[CH2:29][CH2:28]1)(=[O:26])=[O:25]. (7) The reactants are: [H-].[Al+3].[Li+].[H-].[H-].[H-].[CH2:7]([N:14]1[CH2:19][CH2:18][P:17](=O)([O:20]CC)[CH2:16][CH2:15]1)[C:8]1[CH:13]=[CH:12][CH:11]=[CH:10][CH:9]=1.O.[OH-].[Na+]. Given the product [CH2:7]([N:14]1[CH2:15][CH2:16][PH:17](=[O:20])[CH2:18][CH2:19]1)[C:8]1[CH:9]=[CH:10][CH:11]=[CH:12][CH:13]=1, predict the reactants needed to synthesize it.